Dataset: Peptide-MHC class II binding affinity with 134,281 pairs from IEDB. Task: Regression. Given a peptide amino acid sequence and an MHC pseudo amino acid sequence, predict their binding affinity value. This is MHC class II binding data. (1) The peptide sequence is NDAIKASTGGAYESY. The MHC is HLA-DPA10301-DPB10402 with pseudo-sequence HLA-DPA10301-DPB10402. The binding affinity (normalized) is 0. (2) The peptide sequence is QKWDATATELNNALQ. The MHC is DRB1_0101 with pseudo-sequence DRB1_0101. The binding affinity (normalized) is 0.283.